Dataset: Forward reaction prediction with 1.9M reactions from USPTO patents (1976-2016). Task: Predict the product of the given reaction. Given the reactants [CH3:1][N:2]([CH3:23])[CH2:3][CH2:4][C:5]1[S:9][C:8]2[CH:10]=[C:11]([CH3:14])[CH:12]=[CH:13][C:7]=2[C:6]=1[C:15]([C:17]1[CH:22]=[CH:21][CH:20]=[CH:19][N:18]=1)=[O:16].[Li][CH3:25], predict the reaction product. The product is: [CH3:23][N:2]([CH3:1])[CH2:3][CH2:4][C:5]1[S:9][C:8]2[CH:10]=[C:11]([CH3:14])[CH:12]=[CH:13][C:7]=2[C:6]=1[C:15]([C:17]1[CH:22]=[CH:21][CH:20]=[CH:19][N:18]=1)([OH:16])[CH3:25].